From a dataset of Full USPTO retrosynthesis dataset with 1.9M reactions from patents (1976-2016). Predict the reactants needed to synthesize the given product. Given the product [C:13]1([C:16]2[CH:17]=[CH:18][CH:19]=[CH:20][CH:21]=2)[CH:14]=[CH:15][C:10]([C:2]([CH3:9])=[CH:3][C:4]([O:6][CH2:7][CH3:8])=[O:5])=[CH:11][CH:12]=1, predict the reactants needed to synthesize it. The reactants are: O[C:2]([C:10]1[CH:15]=[CH:14][C:13]([C:16]2[CH:21]=[CH:20][CH:19]=[CH:18][CH:17]=2)=[CH:12][CH:11]=1)([CH3:9])[CH2:3][C:4]([O:6][CH2:7][CH3:8])=[O:5].O=P12OP3(OP(OP(O3)(O1)=O)(=O)O2)=O.